This data is from Forward reaction prediction with 1.9M reactions from USPTO patents (1976-2016). The task is: Predict the product of the given reaction. (1) Given the reactants [Si:1]([O:8][C@H:9]1[CH2:14][N:13]([C:15]([O:17][C:18]([CH3:21])([CH3:20])[CH3:19])=[O:16])[C@@H:12]([C:22](OCC)=[O:23])[CH2:11][CH2:10]1)([C:4]([CH3:7])([CH3:6])[CH3:5])([CH3:3])[CH3:2].[H-].[H-].[H-].[H-].[Li+].[Al+3], predict the reaction product. The product is: [Si:1]([O:8][C@H:9]1[CH2:14][N:13]([C:15]([O:17][C:18]([CH3:21])([CH3:20])[CH3:19])=[O:16])[C@@H:12]([CH2:22][OH:23])[CH2:11][CH2:10]1)([C:4]([CH3:7])([CH3:6])[CH3:5])([CH3:3])[CH3:2]. (2) Given the reactants [F:1][C:2]([F:21])([F:20])[C:3]([N:5]([CH:9]1[CH2:18][CH2:17][C:16]2[C:11](=[CH:12][C:13]([OH:19])=[CH:14][CH:15]=2)[CH2:10]1)[CH2:6][CH2:7][CH3:8])=[O:4].[CH3:22][C:23](C)([O-])C.[K+].C(I)C, predict the reaction product. The product is: [CH2:22]([O:19][C:13]1[CH:12]=[C:11]2[C:16]([CH2:17][CH2:18][CH:9]([N:5]([CH2:6][CH2:7][CH3:8])[C:3](=[O:4])[C:2]([F:20])([F:21])[F:1])[CH2:10]2)=[CH:15][CH:14]=1)[CH3:23]. (3) Given the reactants [F:1][C:2]1[CH:3]=[C:4]([C:10]2[CH:11]=[C:12]([C:22]#[N:23])[C:13]3[C:18]([CH:19]=2)=[CH:17][CH:16]=[C:15]([O:20]C)[CH:14]=3)[CH:5]=[CH:6][C:7]=1[O:8]C.B(Br)(Br)Br, predict the reaction product. The product is: [F:1][C:2]1[CH:3]=[C:4]([C:10]2[CH:11]=[C:12]([C:22]#[N:23])[C:13]3[C:18]([CH:19]=2)=[CH:17][CH:16]=[C:15]([OH:20])[CH:14]=3)[CH:5]=[CH:6][C:7]=1[OH:8]. (4) Given the reactants ClC(N(C)C)=C(C)C.[N:9]1([C:13]([C:15]2[CH:16]=[C:17]([Cl:37])[C:18]([O:21][C:22]3[CH:23]=[C:24]([CH:28]=[C:29]([O:31][C@H:32]4[CH2:36][CH2:35][O:34][CH2:33]4)[CH:30]=3)[C:25]([OH:27])=O)=[N:19][CH:20]=2)=[O:14])[CH2:12][CH2:11][CH2:10]1.[NH2:38][C:39]1[S:40][CH:41]=[C:42]([CH3:44])[N:43]=1.N1C=CC=CC=1, predict the reaction product. The product is: [N:9]1([C:13]([C:15]2[CH:16]=[C:17]([Cl:37])[C:18]([O:21][C:22]3[CH:23]=[C:24]([CH:28]=[C:29]([O:31][C@H:32]4[CH2:36][CH2:35][O:34][CH2:33]4)[CH:30]=3)[C:25]([NH:38][C:39]3[S:40][CH:41]=[C:42]([CH3:44])[N:43]=3)=[O:27])=[N:19][CH:20]=2)=[O:14])[CH2:10][CH2:11][CH2:12]1. (5) Given the reactants [Si:1]([O:8][C:9]1[C:10](=[O:17])[CH:11]=[C:12]([CH2:15]Cl)[O:13][CH:14]=1)([C:4]([CH3:7])([CH3:6])[CH3:5])([CH3:3])[CH3:2].[N-:18]=[N+]=[N-].[Na+], predict the reaction product. The product is: [Si:1]([O:8][C:9]1[C:10](=[O:17])[CH:11]=[C:12]([CH2:15][NH2:18])[O:13][CH:14]=1)([C:4]([CH3:7])([CH3:6])[CH3:5])([CH3:3])[CH3:2]. (6) Given the reactants [CH:1]([S:4]([C:7]1[CH:13]=[CH:12][CH:11]=[CH:10][C:8]=1[NH2:9])(=[O:6])=[O:5])([CH3:3])[CH3:2].CN(C)C=O.[H-].[Na+].[Cl:21][C:22]1[N:31]=[C:30](Cl)[C:29]2[C:24](=[CH:25][CH:26]=[CH:27][CH:28]=2)[N:23]=1, predict the reaction product. The product is: [Cl:21][C:22]1[N:31]=[C:30]([NH:9][C:8]2[CH:10]=[CH:11][CH:12]=[CH:13][C:7]=2[S:4]([CH:1]([CH3:3])[CH3:2])(=[O:6])=[O:5])[C:29]2[C:24](=[CH:25][CH:26]=[CH:27][CH:28]=2)[N:23]=1.